From a dataset of Full USPTO retrosynthesis dataset with 1.9M reactions from patents (1976-2016). Predict the reactants needed to synthesize the given product. (1) Given the product [Cl:1][C:2]1[CH:3]=[C:4]([N:5]2[CH:29]=[C:19]([CH2:18][OH:17])[N:20]=[CH:23]2)[CH:6]=[CH:7][C:8]=1[F:9], predict the reactants needed to synthesize it. The reactants are: [Cl:1][C:2]1[CH:3]=[C:4]([CH:6]=[CH:7][C:8]=1[F:9])[NH2:5].C([O:17][CH2:18][CH3:19])(OCC)OCC.[N+:20]([CH2:23]C(OCC)=O)([O-])=O.[C:29](O)(=O)C. (2) Given the product [Cl:26][C:23]1[CH:24]=[CH:25][C:20]([C:18]([NH:17][CH:13]([CH2:12][C:7]2[C:5]3[C:4](=[CH:3][CH:2]=[CH:1][CH:6]=3)[NH:11][C:9](=[O:10])[CH:8]=2)[C:14]([O:16][CH2:28][CH2:29][NH:30][C:31]([NH:33][CH2:34][C:35]2[CH:40]=[CH:39][CH:38]=[CH:37][CH:36]=2)=[O:32])=[O:15])=[O:19])=[CH:21][CH:22]=1, predict the reactants needed to synthesize it. The reactants are: [CH:1]1[CH:2]=[CH:3][C:4]2[NH:11][C:9](=[O:10])[CH:8]=[C:7]([CH2:12][CH:13]([NH:17][C:18]([C:20]3[CH:21]=[CH:22][C:23]([Cl:26])=[CH:24][CH:25]=3)=[O:19])[C:14]([OH:16])=[O:15])[C:5]=2[CH:6]=1.Br[CH2:28][CH2:29][NH:30][C:31]([NH:33][CH2:34][C:35]1[CH:40]=[CH:39][CH:38]=[CH:37][CH:36]=1)=[O:32]. (3) Given the product [Cl:22][CH:3]([C:2](=[O:1])[C:9]1[CH:14]=[CH:13][CH:12]=[CH:11][C:10]=1[C:15]([F:16])([F:17])[F:18])[C:4]([O:6][CH2:7][CH3:8])=[O:5], predict the reactants needed to synthesize it. The reactants are: [O:1]=[C:2]([C:9]1[CH:14]=[CH:13][CH:12]=[CH:11][C:10]=1[C:15]([F:18])([F:17])[F:16])[CH2:3][C:4]([O:6][CH2:7][CH3:8])=[O:5].S(Cl)([Cl:22])(=O)=O. (4) Given the product [F:8][C:7]1[C:2]([NH:22][CH2:20][CH:14]2[CH2:13][CH:12]([C:18]#[N:19])[CH2:17][CH2:16][O:15]2)=[N:3][C:4]([F:9])=[CH:5][CH:6]=1, predict the reactants needed to synthesize it. The reactants are: F[C:2]1[C:7]([F:8])=[CH:6][CH:5]=[C:4]([F:9])[N:3]=1.NC[C:12]1([C:18]#[N:19])[CH2:17][CH2:16][O:15][CH2:14][CH2:13]1.[CH2:20]([N:22](CC)CC)C.